Predict which catalyst facilitates the given reaction. From a dataset of Catalyst prediction with 721,799 reactions and 888 catalyst types from USPTO. (1) Reactant: [F:1][C:2]1[C:7]([F:8])=[CH:6][CH:5]=[CH:4][C:3]=1[CH2:9][CH2:10][C:11]1[CH:16]=[C:15]([OH:17])[N:14]2[N:18]=[C:19]([CH:21]=[N:22]O)[CH:20]=[C:13]2[N:12]=1.C([O-])(=O)C.[Na+]. Product: [F:1][C:2]1[C:7]([F:8])=[CH:6][CH:5]=[CH:4][C:3]=1[CH2:9][CH2:10][C:11]1[CH:16]=[C:15]([OH:17])[N:14]2[N:18]=[C:19]([C:21]#[N:22])[CH:20]=[C:13]2[N:12]=1. The catalyst class is: 152. (2) Reactant: [H-].[Na+].[C:3]([O:7][C:8]([N:10]1[CH2:15][CH2:14][C:13]([NH:18][C:19]([O:21][C:22]([CH3:25])([CH3:24])[CH3:23])=[O:20])([CH2:16][OH:17])[CH2:12][CH2:11]1)=[O:9])([CH3:6])([CH3:5])[CH3:4].[Cl:26][C:27]1[CH:34]=[CH:33][C:30]([CH2:31]Br)=[CH:29][CH:28]=1. Product: [C:3]([O:7][C:8]([N:10]1[CH2:15][CH2:14][C:13]([NH:18][C:19]([O:21][C:22]([CH3:25])([CH3:24])[CH3:23])=[O:20])([CH2:16][O:17][CH2:31][C:30]2[CH:33]=[CH:34][C:27]([Cl:26])=[CH:28][CH:29]=2)[CH2:12][CH2:11]1)=[O:9])([CH3:5])([CH3:6])[CH3:4]. The catalyst class is: 3. (3) Reactant: [NH2:1][C:2]1[CH:3]=[N:4][C:5]2[C:10]([C:11]=1[NH:12][C:13]1[CH:18]=[CH:17][C:16]([N:19]3[CH2:24][CH2:23][CH:22]([C:25]([O:27][CH3:28])=[O:26])[CH2:21][CH2:20]3)=[C:15]([C:29]([F:32])([F:31])[F:30])[CH:14]=1)=[CH:9][C:8]([Br:33])=[CH:7][CH:6]=2.[H-].[Na+].Br[CH2:37][C:38](OCCCC)=[O:39]. Product: [Br:33][C:8]1[CH:7]=[CH:6][C:5]2[N:4]=[CH:3][C:2]3[NH:1][C:38](=[O:39])[CH2:37][N:12]([C:13]4[CH:18]=[CH:17][C:16]([N:19]5[CH2:20][CH2:21][CH:22]([C:25]([O:27][CH3:28])=[O:26])[CH2:23][CH2:24]5)=[C:15]([C:29]([F:31])([F:30])[F:32])[CH:14]=4)[C:11]=3[C:10]=2[CH:9]=1. The catalyst class is: 3. (4) Reactant: [C:1]([C:4]1[CH:5]=[C:6]2[C:10](=[CH:11][CH:12]=1)[NH:9][C:8](=[O:13])[CH2:7]2)([OH:3])=[O:2].[N:14]1([CH2:19][CH2:20][CH2:21][C:22]2[CH:23]=[C:24]3[C:28](=[CH:29][CH:30]=2)[NH:27][C:26]([CH:31]=O)=[CH:25]3)[CH2:18][CH2:17][CH2:16][CH2:15]1.N1CCCCC1. Product: [O:13]=[C:8]1[C:7](=[CH:31][C:26]2[NH:27][C:28]3[C:24]([CH:25]=2)=[CH:23][C:22]([CH2:21][CH2:20][CH2:19][N:14]2[CH2:18][CH2:17][CH2:16][CH2:15]2)=[CH:30][CH:29]=3)[C:6]2[C:10](=[CH:11][CH:12]=[C:4]([C:1]([OH:3])=[O:2])[CH:5]=2)[NH:9]1. The catalyst class is: 8. (5) Reactant: [F:1][C:2]1[CH:3]=[C:4]([CH2:9][OH:10])[CH:5]=[CH:6][C:7]=1[F:8].[H-].[Na+].C(OC([N:20]1[C:28]2[N:23]([C:24](=[O:30])[N:25]=[C:26](Cl)[CH:27]=2)[CH2:22][C@@H:21]1[CH3:31])=O)(C)(C)C. Product: [F:1][C:2]1[CH:3]=[C:4]([CH:5]=[CH:6][C:7]=1[F:8])[CH2:9][O:10][C:26]1[CH:27]=[C:28]2[NH:20][C@@H:21]([CH3:31])[CH2:22][N:23]2[C:24](=[O:30])[N:25]=1. The catalyst class is: 7. (6) Reactant: F[C:2]1[CH:7]=[CH:6][C:5]([NH:8][C:9](=[O:11])[CH3:10])=[CH:4][C:3]=1[N+:12]([O-:14])=[O:13].Cl.[F:16][C:17]1([F:25])[CH2:22][CH2:21][CH:20]([CH2:23][NH2:24])[CH2:19][CH2:18]1. Product: [F:16][C:17]1([F:25])[CH2:22][CH2:21][CH:20]([CH2:23][NH:24][C:2]2[CH:7]=[CH:6][C:5]([NH:8][C:9](=[O:11])[CH3:10])=[CH:4][C:3]=2[N+:12]([O-:14])=[O:13])[CH2:19][CH2:18]1. The catalyst class is: 14.